The task is: Predict the product of the given reaction.. This data is from Forward reaction prediction with 1.9M reactions from USPTO patents (1976-2016). (1) Given the reactants CS([C:5]1[N:17]=[C:8]2[N:9]=[C:10]([CH2:15][CH3:16])[CH:11]=[C:12]([CH2:13][CH3:14])[N:7]2[N:6]=1)(=O)=O.[Cl:18][C:19]1[CH:28]=[CH:27][C:22]([O:23][CH2:24][CH2:25][OH:26])=[CH:21][CH:20]=1, predict the reaction product. The product is: [CH2:15]([C:10]1[CH:11]=[C:12]([CH2:13][CH3:14])[N:7]2[N:6]=[C:5]([O:26][CH2:25][CH2:24][O:23][C:22]3[CH:27]=[CH:28][C:19]([Cl:18])=[CH:20][CH:21]=3)[N:17]=[C:8]2[N:9]=1)[CH3:16]. (2) The product is: [Cl:23][C:24]1[N:25]=[N:26][C:27]([C:31]2[CH:36]=[CH:35][CH:34]=[CH:33][CH:32]=2)=[CH:28][C:29]=1[Cl:30].[CH3:2][O:1][C:24]1[N:25]=[N:26][C:27]([C:31]2[CH:36]=[CH:35][CH:34]=[CH:33][CH:32]=2)=[CH:28][C:29]=1[O:38][CH3:37].[CH3:2][O:1][C:24]1[N:25]=[N:26][C:27]([C:31]2[CH:36]=[CH:35][CH:34]=[CH:33][CH:32]=2)=[CH:28][C:29]=1[Cl:30]. Given the reactants [O:1]=[C:2](CCC1C=CC=CC=1)C(O)=O.C1(CNN)C=CC=CC=1.[Cl:23][C:24]1[N:25]=[N:26][C:27]([C:31]2[CH:36]=[CH:35][CH:34]=[CH:33][CH:32]=2)=[CH:28][C:29]=1[Cl:30].[CH3:37][O-:38].[Na+], predict the reaction product. (3) Given the reactants O[CH2:2][C:3]1[CH:8]=[CH:7][N:6]=[C:5]([NH:9][C:10](=[O:16])[O:11][C:12]([CH3:15])([CH3:14])[CH3:13])[CH:4]=1.C(Br)(Br)(Br)[Br:18].C1(P(C2C=CC=CC=2)C2C=CC=CC=2)C=CC=CC=1, predict the reaction product. The product is: [Br:18][CH2:2][C:3]1[CH:8]=[CH:7][N:6]=[C:5]([NH:9][C:10](=[O:16])[O:11][C:12]([CH3:15])([CH3:14])[CH3:13])[CH:4]=1. (4) Given the reactants [NH2:1][CH2:2][CH2:3][N:4]1[C:8](=[O:9])/[C:7](=[CH:10]/[C:11]2[CH:16]=[CH:15][C:14]([O:17][CH2:18][CH3:19])=[CH:13][CH:12]=2)/[S:6][C:5]1=[O:20].Cl[C:22]([O:24][CH3:25])=[O:23].CCN(C(C)C)C(C)C.C(OC1C=CC(/C=C2/C(=O)N(CCNC(=O)C)C(=O)S/2)=CC=1)C, predict the reaction product. The product is: [CH2:18]([O:17][C:14]1[CH:15]=[CH:16][C:11](/[CH:10]=[C:7]2/[C:8](=[O:9])[N:4]([CH2:3][CH2:2][NH:1][C:22](=[O:23])[O:24][CH3:25])[C:5](=[O:20])[S:6]/2)=[CH:12][CH:13]=1)[CH3:19]. (5) Given the reactants C([O:4][C@@H:5]1[CH2:9][C@H:8]([C:10]2[N:14]3[C:15]4[CH:21]=[CH:20][N:19](S(C5C=CC(C)=CC=5)(=O)=O)[C:16]=4[N:17]=[CH:18][C:13]3=[C:12](Br)[N:11]=2)[N:7]([C:33](=[O:35])[CH3:34])[CH2:6]1)(=O)C.[CH:36]1([C@H:39]([O:41][C:42]2[CH:47]=[CH:46][C:45](B3OC(C)(C)C(C)(C)O3)=[CH:44][CH:43]=2)[CH3:40])[CH2:38][CH2:37]1.C([O-])([O-])=O.[Cs+].[Cs+].[OH-].[Na+], predict the reaction product. The product is: [CH:36]1([C@H:39]([O:41][C:42]2[CH:43]=[CH:44][C:45]([C:12]3[N:11]=[C:10]([C@H:8]4[CH2:9][C@@H:5]([OH:4])[CH2:6][N:7]4[C:33](=[O:35])[CH3:34])[N:14]4[C:15]5[CH:21]=[CH:20][NH:19][C:16]=5[N:17]=[CH:18][C:13]=34)=[CH:46][CH:47]=2)[CH3:40])[CH2:38][CH2:37]1.